Predict which catalyst facilitates the given reaction. From a dataset of Catalyst prediction with 721,799 reactions and 888 catalyst types from USPTO. (1) Product: [CH:1]([C:4]1[CH:9]=[C:8]([CH2:10][CH2:11][CH2:12][CH2:13][CH2:14][CH2:15][CH2:16][CH2:17][CH3:18])[CH:7]=[C:6]([CH:20]=[O:21])[C:5]=1[OH:19])([CH3:3])[CH3:2]. Reactant: [CH:1]([C:4]1[CH:9]=[C:8]([CH2:10][CH2:11][CH2:12][CH2:13][CH2:14][CH2:15][CH2:16][CH2:17][CH3:18])[CH:7]=[CH:6][C:5]=1[OH:19])([CH3:3])[CH3:2].[CH3:20][O-:21].[Mg+2].C[O-].C=O. The catalyst class is: 11. (2) Reactant: [CH:1]1([Mg]Br)[CH2:3][CH2:2]1.[Mg].C1(Br)CC1.[CH2:11]([C:13]1[CH:18]=[C:17](I)[CH:16]=[CH:15][C:14]=1[O:20][CH2:21][O:22][CH3:23])[CH3:12].[Cl-].[NH4+]. Product: [CH:1]1([C:17]2[CH:16]=[CH:15][C:14]([O:20][CH2:21][O:22][CH3:23])=[C:13]([CH2:11][CH3:12])[CH:18]=2)[CH2:3][CH2:2]1. The catalyst class is: 182. (3) Reactant: [CH3:1][C:2]([CH3:38])([CH3:37])[C@H:3]([NH:8][C:9]([C:11]1[N:12]=[C:13]([C:28]2[CH:33]=[C:32]([F:34])[C:31]([F:35])=[CH:30][C:29]=2[F:36])[N:14]2[CH2:19][CH2:18][N:17]([CH2:20][C:21]([O:23]C(C)(C)C)=[O:22])[CH2:16][C:15]=12)=[O:10])[C:4]([NH:6][CH3:7])=[O:5].[OH-].[K+]. Product: [CH3:1][C:2]([CH3:38])([CH3:37])[C@H:3]([NH:8][C:9]([C:11]1[N:12]=[C:13]([C:28]2[CH:33]=[C:32]([F:34])[C:31]([F:35])=[CH:30][C:29]=2[F:36])[N:14]2[CH2:19][CH2:18][N:17]([CH2:20][C:21]([OH:23])=[O:22])[CH2:16][C:15]=12)=[O:10])[C:4]([NH:6][CH3:7])=[O:5]. The catalyst class is: 24. (4) Reactant: C(OC(=O)[NH:7][C:8]1[CH:13]=[C:12]([N:14]([C:16]2[N:17]=[CH:18][C:19]3[N:24]=[C:23]([NH:25][C:26](=[O:28])[CH3:27])[S:22][C:20]=3[N:21]=2)[CH3:15])[CH:11]=[CH:10][C:9]=1[F:29])(C)(C)C.C1(OC)C=CC=CC=1. Product: [NH2:7][C:8]1[CH:13]=[C:12]([N:14]([CH3:15])[C:16]2[N:17]=[CH:18][C:19]3[N:24]=[C:23]([NH:25][C:26](=[O:28])[CH3:27])[S:22][C:20]=3[N:21]=2)[CH:11]=[CH:10][C:9]=1[F:29]. The catalyst class is: 55. (5) Reactant: Cl.[O:2]1[C:6]2[CH:7]=[CH:8][CH:9]=[CH:10][C:5]=2[CH:4]=[C:3]1[C:11]([NH:13][C:14]1([C:20]([NH:22][CH:23]2[CH2:28][CH2:27][NH:26][CH2:25][CH:24]2[OH:29])=[O:21])[CH2:19][CH2:18][CH2:17][CH2:16][CH2:15]1)=[O:12].[CH3:30][S:31]([C:34]1(F)[CH:39]=[CH:38][CH:37]=[CH:36][CH2:35]1)(=[O:33])=[O:32].C(=O)([O-])[O-].[K+].[K+]. Product: [O:2]1[C:6]2[CH:7]=[CH:8][CH:9]=[CH:10][C:5]=2[CH:4]=[C:3]1[C:11]([NH:13][C:14]1([C:20]([NH:22][CH:23]2[CH2:28][CH2:27][N:26]([C:35]3[CH:36]=[CH:37][CH:38]=[CH:39][C:34]=3[S:31]([CH3:30])(=[O:33])=[O:32])[CH2:25][CH:24]2[OH:29])=[O:21])[CH2:19][CH2:18][CH2:17][CH2:16][CH2:15]1)=[O:12]. The catalyst class is: 42. (6) Reactant: C1(P(C2C=CC=CC=2)C2C=CC=CC=2)C=CC=CC=1.[F:20][C:21]1[C:26]([O:27][CH3:28])=[CH:25][C:24]([O:29][CH3:30])=[C:23]([F:31])[C:22]=1[N:32]1[C:41](=[O:42])[C:40]2([CH2:44][CH2:43]2)[C:39]2[C:34](=[CH:35][N:36]=[C:37]([C:45]3[NH:49][N:48]=[CH:47][C:46]=3[N+:50]([O-:52])=[O:51])[CH:38]=2)[CH2:33]1.[CH3:53][O:54][CH2:55][CH2:56]O.N(C(OC(C)C)=O)=NC(OC(C)C)=O. Product: [F:31][C:23]1[C:24]([O:29][CH3:30])=[CH:25][C:26]([O:27][CH3:28])=[C:21]([F:20])[C:22]=1[N:32]1[C:41](=[O:42])[C:40]2([CH2:43][CH2:44]2)[C:39]2[C:34](=[CH:35][N:36]=[C:37]([C:45]3[N:49]([CH2:56][CH2:55][O:54][CH3:53])[N:48]=[CH:47][C:46]=3[N+:50]([O-:52])=[O:51])[CH:38]=2)[CH2:33]1. The catalyst class is: 1. (7) Reactant: C(OC([N:8]1[CH:16]([CH3:17])[C:15]2[C:14]([O:18][C:19]3[CH:20]=[C:21]4[C:25](=[CH:26][CH:27]=3)[N:24]([C:28](=[O:40])[NH:29][C:30]3[CH:35]=[CH:34][CH:33]=[C:32]([C:36]([F:39])([F:38])[F:37])[CH:31]=3)[CH:23]=[CH:22]4)=[N:13][CH:12]=[N:11][C:10]=2[CH2:9]1)=O)(C)(C)C.C(O)(C(F)(F)F)=O. Product: [F:39][C:36]([F:37])([F:38])[C:32]1[CH:31]=[C:30]([NH:29][C:28]([N:24]2[C:25]3[C:21](=[CH:20][C:19]([O:18][C:14]4[C:15]5[CH:16]([CH3:17])[NH:8][CH2:9][C:10]=5[N:11]=[CH:12][N:13]=4)=[CH:27][CH:26]=3)[CH:22]=[CH:23]2)=[O:40])[CH:35]=[CH:34][CH:33]=1. The catalyst class is: 2.